From a dataset of Reaction yield outcomes from USPTO patents with 853,638 reactions. Predict the reaction yield, written as a fraction of the theoretical maximum amount of product (1.0 means a 100% yield; for example, 0.34 means a 34% yield). (1) The reactants are [CH:1]1([NH:5][S:6](Cl)(=[O:8])=[O:7])[CH2:4][CH2:3][CH2:2]1.[CH2:10]([N:12]1[C:16]([C:17]2[CH:18]=[C:19]([C:23]([NH2:26])([CH3:25])[CH3:24])[CH:20]=[CH:21][CH:22]=2)=[CH:15][C:14]([O:27][C:28]2[CH:33]=[CH:32][C:31]([C:34]([F:37])([F:36])[F:35])=[CH:30][CH:29]=2)=[N:13]1)[CH3:11].C(N(CC)CC)C. The catalyst is ClCCl. The product is [CH:1]1([NH:5][S:6]([NH:26][C:23]([C:19]2[CH:20]=[CH:21][CH:22]=[C:17]([C:16]3[N:12]([CH2:10][CH3:11])[N:13]=[C:14]([O:27][C:28]4[CH:29]=[CH:30][C:31]([C:34]([F:36])([F:37])[F:35])=[CH:32][CH:33]=4)[CH:15]=3)[CH:18]=2)([CH3:25])[CH3:24])(=[O:8])=[O:7])[CH2:4][CH2:3][CH2:2]1. The yield is 0.400. (2) The reactants are Cl.[CH3:2][O:3][C:4](=[O:14])[C@H:5]([CH2:7][C:8]1[CH:13]=[CH:12][CH:11]=[CH:10][CH:9]=1)[NH2:6].[CH:15](=O)[C:16]1[CH:21]=[CH:20][CH:19]=[CH:18][CH:17]=1.S([O-])([O-])(=O)=O.[Na+].[Na+].C(N(CC)CC)C. The catalyst is C(OC)(C)(C)C. The product is [CH3:2][O:3][C:4](=[O:14])[C@H:5]([CH2:7][C:8]1[CH:13]=[CH:12][CH:11]=[CH:10][CH:9]=1)[N:6]=[CH:15][C:16]1[CH:21]=[CH:20][CH:19]=[CH:18][CH:17]=1. The yield is 0.850. (3) The reactants are [CH2:1]([O:23][C:24]1[CH:29]=[CH:28][C:27]([CH:30]([NH:60]C(=O)OCC)[C:31]2[CH:36]=[CH:35][C:34]([O:37][CH2:38][CH2:39][CH2:40][CH2:41][CH2:42][CH2:43][CH2:44][CH2:45][CH2:46][CH2:47][CH2:48][CH2:49][CH2:50][CH2:51][CH2:52][CH2:53][CH2:54][CH2:55][CH2:56][CH2:57][CH2:58][CH3:59])=[CH:33][CH:32]=2)=[CH:26][CH:25]=1)[CH2:2][CH2:3][CH2:4][CH2:5][CH2:6][CH2:7][CH2:8][CH2:9][CH2:10][CH2:11][CH2:12][CH2:13][CH2:14][CH2:15][CH2:16][CH2:17][CH2:18][CH2:19][CH2:20][CH2:21][CH3:22].C1(C)C=CC=CC=1.C(O)C.[OH-].[Na+]. The catalyst is C(OCC)(=O)C.CCCCCC.O. The product is [CH2:1]([O:23][C:24]1[CH:25]=[CH:26][C:27]([CH:30]([NH2:60])[C:31]2[CH:36]=[CH:35][C:34]([O:37][CH2:38][CH2:39][CH2:40][CH2:41][CH2:42][CH2:43][CH2:44][CH2:45][CH2:46][CH2:47][CH2:48][CH2:49][CH2:50][CH2:51][CH2:52][CH2:53][CH2:54][CH2:55][CH2:56][CH2:57][CH2:58][CH3:59])=[CH:33][CH:32]=2)=[CH:28][CH:29]=1)[CH2:2][CH2:3][CH2:4][CH2:5][CH2:6][CH2:7][CH2:8][CH2:9][CH2:10][CH2:11][CH2:12][CH2:13][CH2:14][CH2:15][CH2:16][CH2:17][CH2:18][CH2:19][CH2:20][CH2:21][CH3:22]. The yield is 0.980. (4) The reactants are C(Cl)(=O)C(Cl)=O.CS(C)=O.[OH:11][CH2:12][C@H:13]([C@@H:15]1[C@:23]2([CH3:24])[C@H:18]([C@@H:19]([O:25][C:26](=[O:28])[CH3:27])[CH2:20][CH2:21][CH2:22]2)[CH2:17][CH2:16]1)[CH3:14]. The catalyst is ClCCl. The product is [CH3:24][C@@:23]12[C@@H:15]([C@@H:13]([CH:12]=[O:11])[CH3:14])[CH2:16][CH2:17][C@H:18]1[C@@H:19]([O:25][C:26](=[O:28])[CH3:27])[CH2:20][CH2:21][CH2:22]2. The yield is 0.940. (5) The reactants are [Br:1][C:2]1[C:7]([CH:8]=O)=[CH:6][C:5]([Cl:10])=[N:4][CH:3]=1.O.[C:12]([NH2:16])([CH3:15])([CH3:14])[CH3:13]. No catalyst specified. The product is [Br:1][C:2]1[C:7]([CH:8]=[N:16][C:12]([CH3:15])([CH3:14])[CH3:13])=[CH:6][C:5]([Cl:10])=[N:4][CH:3]=1. The yield is 0.870.